This data is from Catalyst prediction with 721,799 reactions and 888 catalyst types from USPTO. The task is: Predict which catalyst facilitates the given reaction. (1) Product: [NH2:42][C:38]1[S:39][C:6]([C:8]2[CH:17]=[CH:16][C:15]3[C:10](=[CH:11][CH:12]=[C:13]([C:18]4[N:22]([CH:23]5[CH2:24][CH2:25][CH2:26][CH2:27][CH2:28]5)[C:21]5[CH:29]=[CH:30][C:31]([C:33]([OH:35])=[O:34])=[CH:32][C:20]=5[N:19]=4)[CH:14]=3)[N:9]=2)=[C:7]([CH3:2])[N:37]=1. The catalyst class is: 8. Reactant: Br[C:2]1C=CC(O)=[C:6]([C:8]2[CH:17]=[CH:16][C:15]3[C:10](=[CH:11][CH:12]=[C:13]([C:18]4[N:22]([CH:23]5[CH2:28][CH2:27][CH2:26][CH2:25][CH2:24]5)[C:21]5[CH:29]=[CH:30][C:31]([C:33]([OH:35])=[O:34])=[CH:32][C:20]=5[N:19]=4)[CH:14]=3)[N:9]=2)[CH:7]=1.[NH2:37][C:38]1[S:39]C(C(=O)C)=C(C)[N:42]=1.[OH-].[K+]. (2) Reactant: [CH3:1][C:2]1[N:7]=[C:6]2[S:8][C:9]3[CH2:14][CH2:13][CH2:12][CH2:11][C:10]=3[C:5]2=[C:4]([C:15]2[CH:20]=[CH:19][CH:18]=[CH:17][C:16]=2[F:21])[C:3]=1[CH2:22][C:23]([O:25][CH3:26])=[O:24].[Li+].C[Si]([N-][Si](C)(C)C)(C)C.[CH2:37]1[CH2:41]OC[CH2:38]1.ICCC. Product: [CH3:1][C:2]1[N:7]=[C:6]2[S:8][C:9]3[CH2:14][CH2:13][CH2:12][CH2:11][C:10]=3[C:5]2=[C:4]([C:15]2[CH:20]=[CH:19][CH:18]=[CH:17][C:16]=2[F:21])[C:3]=1[CH:22]([CH2:38][CH2:37][CH3:41])[C:23]([O:25][CH3:26])=[O:24]. The catalyst class is: 3. (3) Reactant: Cl.[NH2:2][C:3]1[N:4]([CH2:26][CH3:27])[C:5]2[C:10]([C:11](=[O:24])[C:12]=1[C:13]([NH:15][CH2:16][CH:17](OCC)OCC)=[NH:14])=[CH:9][CH:8]=[C:7]([I:25])[CH:6]=2.[OH-].[Na+].[NH4+].[OH-]. Product: [NH2:2][C:3]1[N:4]([CH2:26][CH3:27])[C:5]2[C:10]([C:11](=[O:24])[C:12]=1[C:13]1[NH:14][CH:17]=[CH:16][N:15]=1)=[CH:9][CH:8]=[C:7]([I:25])[CH:6]=2. The catalyst class is: 6.